From a dataset of Experimental lipophilicity measurements (octanol/water distribution) for 4,200 compounds from AstraZeneca. Regression/Classification. Given a drug SMILES string, predict its absorption, distribution, metabolism, or excretion properties. Task type varies by dataset: regression for continuous measurements (e.g., permeability, clearance, half-life) or binary classification for categorical outcomes (e.g., BBB penetration, CYP inhibition). For this dataset (lipophilicity_astrazeneca), we predict Y. (1) The compound is Cc1cnc(NC(=O)c2cc(Oc3cnc(C(=O)N(C)C)nc3)c3cc(C)oc3c2)cn1. The Y is 2.10 logD. (2) The drug is O=c1[nH]c2c(O)ccc([C@@H](O)CNCCCOCCOCCc3cccc4ccccc34)c2s1. The Y is 2.28 logD. (3) The compound is O=C([C@@H]1CCCN1)N1CCN(c2nc(NCc3ccc(Cl)cc3Cl)c3cccnc3n2)CC1. The Y is 2.41 logD. (4) The molecule is N#Cc1c(N)nc2c(c1N)CC(COc1ccccc1)O2. The Y is 2.08 logD. (5) The Y is 1.67 logD. The drug is CCN(CC)C(=O)Cc1csc(NS(=O)(=O)c2cccc(Cl)c2C)n1. (6) The compound is O=C(O)COc1ccc(C(F)(F)F)cc1CN1CCN(S(=O)(=O)c2ccccc2)CC1. The Y is 0.400 logD. (7) The molecule is CCNCc1cncc(-c2ccc(F)cc2OC)n1. The Y is 1.18 logD.